Dataset: Forward reaction prediction with 1.9M reactions from USPTO patents (1976-2016). Task: Predict the product of the given reaction. (1) Given the reactants [F:1][C:2]([F:12])([S:8]([O-:11])(=[O:10])=[O:9])[CH:3]([F:7])[CH2:4][CH2:5][OH:6].C1([S+]([C:26]2[CH:31]=[CH:30][CH:29]=[CH:28][CH:27]=2)C2C=CC=CC=2)C=CC=CC=1.FC(F)(S([O-])(=O)=O)C(F)C[CH2:36][OH:37].[C:44]([C:48]1[CH:53]=[CH:52][C:51]([S+:54]([C:65]2[CH:70]=[CH:69][C:68]([C:71]([CH3:74])([CH3:73])[CH3:72])=[CH:67][CH:66]=2)[C:55]2[CH:60]=[CH:59][C:58]([C:61]([CH3:64])([CH3:63])[CH3:62])=[CH:57][CH:56]=2)=[CH:50][CH:49]=1)([CH3:47])([CH3:46])[CH3:45], predict the reaction product. The product is: [CH:26]1([C:36]([O:6][CH2:5][CH2:4][CH:3]([F:7])[C:2]([F:1])([F:12])[S:8]([O-:11])(=[O:10])=[O:9])=[O:37])[CH2:27][CH2:28][CH2:29][CH2:30][CH2:31]1.[C:44]([C:48]1[CH:53]=[CH:52][C:51]([S+:54]([C:55]2[CH:60]=[CH:59][C:58]([C:61]([CH3:64])([CH3:63])[CH3:62])=[CH:57][CH:56]=2)[C:65]2[CH:70]=[CH:69][C:68]([C:71]([CH3:73])([CH3:74])[CH3:72])=[CH:67][CH:66]=2)=[CH:50][CH:49]=1)([CH3:45])([CH3:46])[CH3:47]. (2) Given the reactants [C:1]1([CH:7]2[CH2:10][C:9](=O)[CH2:8]2)[CH:6]=[CH:5][CH:4]=[CH:3][CH:2]=1.[C:12]1([C@H:22]([NH2:24])[CH3:23])[C:21]2[C:16](=[CH:17][CH:18]=[CH:19][CH:20]=2)[CH:15]=[CH:14][CH:13]=1, predict the reaction product. The product is: [C:12]1([C@H:22]([NH:24][CH:9]2[CH2:10][CH:7]([C:1]3[CH:6]=[CH:5][CH:4]=[CH:3][CH:2]=3)[CH2:8]2)[CH3:23])[C:21]2[C:16](=[CH:17][CH:18]=[CH:19][CH:20]=2)[CH:15]=[CH:14][CH:13]=1. (3) Given the reactants [C:1]([O:5][C:6]([N:8]1[CH:13]=[C:12]([C:14]2[CH:19]=[CH:18][C:17]([C:20](=[O:22])[NH2:21])=[C:16]([C:23]3[CH:28]=[CH:27][C:26]([O:29][C:30]4[CH:35]=[CH:34][CH:33]=[CH:32][CH:31]=4)=[CH:25][CH:24]=3)[N:15]=2)[CH2:11][CH2:10][CH2:9]1)=[O:7])([CH3:4])([CH3:3])[CH3:2], predict the reaction product. The product is: [C:20]([C:17]1[CH:18]=[CH:19][C:14]([CH:12]2[CH2:11][CH2:10][CH2:9][N:8]([C:6]([O:5][C:1]([CH3:4])([CH3:3])[CH3:2])=[O:7])[CH2:13]2)=[N:15][C:16]=1[C:23]1[CH:24]=[CH:25][C:26]([O:29][C:30]2[CH:35]=[CH:34][CH:33]=[CH:32][CH:31]=2)=[CH:27][CH:28]=1)(=[O:22])[NH2:21]. (4) Given the reactants [F:1][C:2]1[CH:3]=[C:4]([CH2:17][OH:18])[CH:5]=[C:6]([F:16])[C:7]=1[O:8][C:9]1[CH:14]=[CH:13][C:12]([F:15])=[CH:11][CH:10]=1.[H-].[Na+].Cl[C:22]1[CH:23]=[C:24]2[N:31]([C:32]([O:34][C:35]([CH3:38])([CH3:37])[CH3:36])=[O:33])[CH2:30][CH2:29][N:25]2[C:26](=[O:28])[N:27]=1, predict the reaction product. The product is: [F:1][C:2]1[CH:3]=[C:4]([CH:5]=[C:6]([F:16])[C:7]=1[O:8][C:9]1[CH:10]=[CH:11][C:12]([F:15])=[CH:13][CH:14]=1)[CH2:17][O:18][C:22]1[CH:23]=[C:24]2[N:31]([C:32]([O:34][C:35]([CH3:38])([CH3:37])[CH3:36])=[O:33])[CH2:30][CH2:29][N:25]2[C:26](=[O:28])[N:27]=1. (5) Given the reactants C1(N=[C:8]=[N:9][CH:10]2[CH2:15]CCCC2)CCCCC1.Cl[C:17](F)(F)[C:18]([NH:20][C:21]1[CH:26]=[CH:25][CH:24]=[C:23]([C:27]#[C:28][C:29]2[C:30]([NH:35][C:36]3[CH:41]=[CH:40][C:39]([O:42][CH2:43][C:44]4[CH:49]=[CH:48][CH:47]=[C:46]([F:50])[CH:45]=4)=[C:38]([Cl:51])[CH:37]=3)=[N:31][CH:32]=[N:33][CH:34]=2)[N:22]=1)=[O:19].Cl[CH2:55]CCl, predict the reaction product. The product is: [Cl:51][C:38]1[CH:37]=[C:36]([CH:41]=[CH:40][C:39]=1[O:42][CH2:43][C:44]1[CH:49]=[CH:48][CH:47]=[C:46]([F:50])[CH:45]=1)[NH:35][C:30]1[C:29]([C:28]#[C:27][C:23]2[N:22]=[C:21]([NH:20][C:18](=[O:19])[CH2:17][CH2:15][CH2:10][N:9]([CH3:8])[CH3:55])[CH:26]=[CH:25][CH:24]=2)=[CH:34][N:33]=[CH:32][N:31]=1. (6) Given the reactants [C:1]([Si:5]([O:8][CH2:9][C:10]1[CH:15]=[C:14]([F:16])[C:13]([N:17]=[C:18]=[O:19])=[CH:12][C:11]=1[F:20])([CH3:7])[CH3:6])([CH3:4])([CH3:3])[CH3:2].[OH:21][CH2:22][CH2:23][N:24]([CH3:46])[C@H:25]1[CH2:30][CH2:29][C@H:28]([O:31][C:32]([C:41]2[S:42][CH:43]=[CH:44][CH:45]=2)([C:36]2[S:37][CH:38]=[CH:39][CH:40]=2)[C:33]([O-:35])=[O:34])[CH2:27][CH2:26]1, predict the reaction product. The product is: [C:1]([Si:5]([O:8][CH2:9][C:10]1[CH:15]=[C:14]([F:16])[C:13]([N:17]=[C:18]=[O:19])=[CH:12][C:11]=1[F:20])([CH3:7])[CH3:6])([CH3:4])([CH3:2])[CH3:3].[OH:21][CH2:22][CH2:23][N:24]([CH3:46])[C@H:25]1[CH2:30][CH2:29][C@H:28]([O:31][C:32]([C:36]2[S:37][CH:38]=[CH:39][CH:40]=2)([C:41]2[S:42][CH:43]=[CH:44][CH:45]=2)[C:33]([O-:35])=[O:34])[CH2:27][CH2:26]1.[CH:25]([NH:24][CH2:23][CH2:18][NH:17][CH:13]([CH3:12])[CH3:14])([CH3:30])[CH3:26]. (7) Given the reactants Cl[Si](C)(C)C.Br[CH2:7][C:8]([O:10][CH2:11][CH3:12])=[O:9].[Cl:13][C:14]1[N:19]=[C:18]([NH:20][C@H:21]2[CH2:26][CH2:25][CH2:24][C:23](=[O:27])[CH2:22]2)[C:17]([F:28])=[CH:16][N:15]=1, predict the reaction product. The product is: [Cl:13][C:14]1[N:19]=[C:18]([NH:20][C@H:21]2[CH2:26][CH2:25][CH2:24][C@:23]([CH2:7][C:8]([O:10][CH2:11][CH3:12])=[O:9])([OH:27])[CH2:22]2)[C:17]([F:28])=[CH:16][N:15]=1. (8) Given the reactants [Cl:1][C:2]1[N:7]=[N:6][C:5]([NH:8][NH2:9])=[C:4]([CH3:10])[CH:3]=1.[F:11][CH:12]([F:16])[C:13](O)=O.CCOCC, predict the reaction product. The product is: [Cl:1][C:2]1[CH:3]=[C:4]([CH3:10])[C:5]2[N:6]([C:13]([CH:12]([F:16])[F:11])=[N:9][N:8]=2)[N:7]=1. (9) Given the reactants [C:1]([Si:5]([O:18][CH:19]1[CH2:22][C:21](S(C)=O)(SC)[CH2:20]1)([C:12]1[CH:17]=[CH:16][CH:15]=[CH:14][CH:13]=1)[C:6]1[CH:11]=[CH:10][CH:9]=[CH:8][CH:7]=1)([CH3:4])([CH3:3])[CH3:2].Cl(O)(=O)(=O)=[O:29], predict the reaction product. The product is: [Si:5]([O:18][CH:19]1[CH2:22][C:21](=[O:29])[CH2:20]1)([C:1]([CH3:3])([CH3:4])[CH3:2])([C:12]1[CH:17]=[CH:16][CH:15]=[CH:14][CH:13]=1)[C:6]1[CH:11]=[CH:10][CH:9]=[CH:8][CH:7]=1.